The task is: Predict the reactants needed to synthesize the given product.. This data is from Full USPTO retrosynthesis dataset with 1.9M reactions from patents (1976-2016). (1) Given the product [CH3:12][C:6]1([CH3:13])[C:5]2[C:9](=[CH:10][C:2]([C:18]3[CH:17]=[N:16][C:15]([CH3:14])=[N:20][CH:19]=3)=[CH:3][CH:4]=2)[NH:8][C:7]1=[O:11], predict the reactants needed to synthesize it. The reactants are: Br[C:2]1[CH:10]=[C:9]2[C:5]([C:6]([CH3:13])([CH3:12])[C:7](=[O:11])[NH:8]2)=[CH:4][CH:3]=1.[CH3:14][C:15]1[N:20]=[CH:19][C:18](B(O)O)=[CH:17][N:16]=1. (2) Given the product [N+:1]([C:4]1[CH:12]=[C:11]2[C:7]([CH:8]=[N:9][N:10]2[CH:18]2[CH2:23][CH2:22][N:21]([C:24]([O:26][C:27]([CH3:30])([CH3:29])[CH3:28])=[O:25])[CH2:20][CH2:19]2)=[CH:6][CH:5]=1)([O-:3])=[O:2], predict the reactants needed to synthesize it. The reactants are: [N+:1]([C:4]1[CH:12]=[C:11]2[C:7]([CH:8]=[N:9][NH:10]2)=[CH:6][CH:5]=1)([O-:3])=[O:2].CS(O[CH:18]1[CH2:23][CH2:22][N:21]([C:24]([O:26][C:27]([CH3:30])([CH3:29])[CH3:28])=[O:25])[CH2:20][CH2:19]1)(=O)=O.C(=O)([O-])[O-].[K+].[K+]. (3) Given the product [CH2:1]([N:8]1[CH2:14][CH:13]2[C:15](=[N:18][OH:19])[CH:10]([CH2:11][O:12]2)[CH2:9]1)[C:2]1[CH:7]=[CH:6][CH:5]=[CH:4][CH:3]=1, predict the reactants needed to synthesize it. The reactants are: [CH2:1]([N:8]1[CH2:14][CH:13]2[C:15](=O)[CH:10]([CH2:11][O:12]2)[CH2:9]1)[C:2]1[CH:7]=[CH:6][CH:5]=[CH:4][CH:3]=1.Cl.[NH2:18][OH:19].N1C=CC=CC=1. (4) Given the product [C:1]([O:5][C:6]([N:8]1[CH2:15][CH2:14][C:11]([F:23])([CH2:12][OH:13])[CH2:10][CH2:9]1)=[O:7])([CH3:4])([CH3:3])[CH3:2], predict the reactants needed to synthesize it. The reactants are: [C:1]([O:5][C:6]([N:8]1[CH2:15][CH2:14][C:11]2([O:13][CH2:12]2)[CH2:10][CH2:9]1)=[O:7])([CH3:4])([CH3:3])[CH3:2].C(N(CC)CC)C.[FH:23].F.F.C(N(CC)CC)C. (5) Given the product [Cl:1][C:2]1[N:3]=[CH:4][C:5]([C:6]([NH:17][C:16]2[CH:18]=[CH:19][C:13]([O:12][CH3:11])=[CH:14][C:15]=2[N+:20]([O-:22])=[O:21])=[O:7])=[CH:9][CH:10]=1, predict the reactants needed to synthesize it. The reactants are: [Cl:1][C:2]1[CH:10]=[CH:9][C:5]([C:6](Cl)=[O:7])=[CH:4][N:3]=1.[CH3:11][O:12][C:13]1[CH:19]=[CH:18][C:16]([NH2:17])=[C:15]([N+:20]([O-:22])=[O:21])[CH:14]=1. (6) Given the product [Br-:1].[Br-:1].[CH2:2]([N+:15]1[C:24]2[CH2:23][CH2:22][CH2:21][CH2:20][C:19]=2[CH:18]=[CH:17][CH:16]=1)[CH2:3][CH2:4][CH2:5]/[CH:6]=[CH:7]\[CH:8]=[CH:9]/[CH2:10][CH2:11][CH2:12][CH2:13][N+:15]1[C:24]2[CH2:23][CH2:22][CH2:21][CH2:20][C:19]=2[CH:18]=[CH:17][CH:16]=1, predict the reactants needed to synthesize it. The reactants are: [Br:1][CH2:2][CH2:3][CH2:4][CH2:5]/[CH:6]=[CH:7]\[CH:8]=[CH:9]/[CH2:10][CH2:11][CH2:12][CH2:13]Br.[N:15]1[C:24]2[CH2:23][CH2:22][CH2:21][CH2:20][C:19]=2[CH:18]=[CH:17][CH:16]=1. (7) Given the product [Cl:17][C:16]1[C:11]([N:5]2[CH:6]=[CH:7][C:3]([C:2]([F:9])([F:8])[F:1])=[N:4]2)=[N:12][CH:13]=[CH:14][CH:15]=1, predict the reactants needed to synthesize it. The reactants are: [F:1][C:2]([F:9])([F:8])[C:3]1[CH:7]=[CH:6][NH:5][N:4]=1.Cl[C:11]1[C:16]([Cl:17])=[CH:15][CH:14]=[CH:13][N:12]=1.C(=O)([O-])[O-].[K+].[K+].CN(C)C=O.